This data is from Tox21: 12 toxicity assays (nuclear receptors and stress response pathways). The task is: Binary classification across 12 toxicity assays. (1) The molecule is C#C[C@]1(O)C=C[C@H]2[C@@H]3CCC4=CC(=O)CC[C@@H]4[C@H]3CC[C@@]21CC. It tested positive (active) for: NR-AR (Androgen Receptor agonist activity), NR-AR-LBD (Androgen Receptor Ligand Binding Domain agonist), NR-ER (Estrogen Receptor agonist activity), and NR-ER-LBD (Estrogen Receptor Ligand Binding Domain agonist). (2) The molecule is O=C(NCCc1c[nH]c2ccccc12)c1cccnc1. It tested positive (active) for: NR-AhR (Aryl hydrocarbon Receptor agonist activity), and NR-Aromatase (Aromatase enzyme inhibition). (3) The molecule is Clc1ccc(CCC(Cn2ccnc2)Sc2c(Cl)cccc2Cl)cc1. It tested positive (active) for: NR-Aromatase (Aromatase enzyme inhibition), and SR-HSE (Heat Shock Element response). (4) The drug is CS(=O)(=O)Nc1ccc([N+](=O)[O-])cc1Oc1ccccc1. It tested positive (active) for: SR-MMP (Mitochondrial Membrane Potential disruption).